From a dataset of Forward reaction prediction with 1.9M reactions from USPTO patents (1976-2016). Predict the product of the given reaction. (1) Given the reactants [F:1][C:2]([F:21])([F:20])[S:3](N(C1C=CC=CN=1)[S:3]([C:2]([F:21])([F:20])[F:1])(=[O:5])=[O:4])(=[O:5])=[O:4].[CH3:22][C:23]1[N:24]([C:29]2[N:34]=[CH:33][C:32]([C:35]3[CH:40]=[CH:39][C:38]([C:41]([C:46]4[N:51]=[CH:50][C:49]([OH:52])=[CH:48][CH:47]=4)([CH3:45])[CH:42]([CH3:44])[CH3:43])=[CH:37][CH:36]=3)=[CH:31][N:30]=2)[C:25]([CH3:28])=[CH:26][CH:27]=1.C(N(CC)CC)C.C(=O)(O)[O-].[Na+], predict the reaction product. The product is: [F:1][C:2]([F:21])([F:20])[S:3]([O:52][C:49]1[CH:50]=[N:51][C:46]([C:41]([C:38]2[CH:37]=[CH:36][C:35]([C:32]3[CH:31]=[N:30][C:29]([N:24]4[C:23]([CH3:22])=[CH:27][CH:26]=[C:25]4[CH3:28])=[N:34][CH:33]=3)=[CH:40][CH:39]=2)([CH3:45])[CH:42]([CH3:43])[CH3:44])=[CH:47][CH:48]=1)(=[O:5])=[O:4]. (2) The product is: [C:19]([C:18]([C:17](=[O:22])[CH3:16])=[CH:1][C:3]1[CH:10]=[CH:9][C:6]([C:7]#[N:8])=[CH:5][C:4]=1[O:11][C:12]([F:15])([F:14])[F:13])(=[O:21])[CH3:20]. Given the reactants [CH:1]([C:3]1[CH:10]=[CH:9][C:6]([C:7]#[N:8])=[CH:5][C:4]=1[O:11][C:12]([F:15])([F:14])[F:13])=O.[CH3:16][C:17](=[O:22])[CH2:18][C:19](=[O:21])[CH3:20].C(O)(=O)C.N1CCCCC1, predict the reaction product.